From a dataset of Forward reaction prediction with 1.9M reactions from USPTO patents (1976-2016). Predict the product of the given reaction. (1) Given the reactants [Si](O[C@H]1CC(C)(C)CC2N=C(C(C)C)C(C=O)=C(I)C1=2)(C(C)(C)C)(C)C.C(C1C=CC([Mg]Br)=CC=1)(C)(C)C.[Si:39]([O:46][C@H:47]1[CH2:56][C:55]([CH3:58])([CH3:57])[CH2:54][C:53]2[N:52]=[C:51]([CH:59]([CH3:61])[CH3:60])[C:50]([C@@H:62]([C:64]3[CH:69]=[CH:68][C:67]([C:70]([CH3:73])([CH3:72])[CH3:71])=[CH:66][CH:65]=3)[OH:63])=[C:49]([I:74])[C:48]1=2)([C:42]([CH3:45])([CH3:44])[CH3:43])([CH3:41])[CH3:40], predict the reaction product. The product is: [Si:39]([O:46][C@H:47]1[CH2:56][C:55]([CH3:58])([CH3:57])[CH2:54][C:53]2[N:52]=[C:51]([CH:59]([CH3:61])[CH3:60])[C:50]([C@H:62]([C:64]3[CH:65]=[CH:66][C:67]([C:70]([CH3:71])([CH3:73])[CH3:72])=[CH:68][CH:69]=3)[OH:63])=[C:49]([I:74])[C:48]1=2)([C:42]([CH3:43])([CH3:44])[CH3:45])([CH3:41])[CH3:40]. (2) Given the reactants [CH3:1][C:2]1([C:14](OC)=[O:15])[CH2:6][CH2:5][CH2:4][N:3]1[C:7]([O:9][C:10]([CH3:13])([CH3:12])[CH3:11])=[O:8].CC(C[AlH]CC(C)C)C, predict the reaction product. The product is: [CH:14]([C:2]1([CH3:1])[CH2:6][CH2:5][CH2:4][N:3]1[C:7]([O:9][C:10]([CH3:13])([CH3:12])[CH3:11])=[O:8])=[O:15]. (3) Given the reactants [OH:1][C:2]1[CH:10]=[CH:9][CH:8]=[CH:7][C:3]=1[C:4]([OH:6])=[O:5].CN(C)C=O.C([O-])([O-])=O.[K+].[K+].Br[CH2:23][CH3:24].[CH3:25][CH2:26]CCCC, predict the reaction product. The product is: [CH2:25]([O:5][C:4](=[O:6])[C:3]1[CH:7]=[CH:8][CH:9]=[CH:10][C:2]=1[O:1][CH2:23][CH3:24])[CH3:26]. (4) Given the reactants O[CH2:2][CH:3]1[CH2:7][CH:6]([CH2:8][OH:9])[CH:5]=[CH:4]1.[N:10]1C=CC=C[CH:11]=1.[C:16](Cl)([C:29]1[CH:34]=[CH:33][CH:32]=[CH:31][CH:30]=1)([C:23]1[CH:28]=[CH:27][CH:26]=[CH:25][CH:24]=1)[C:17]1[CH:22]=[CH:21][CH:20]=[CH:19][CH:18]=1.O, predict the reaction product. The product is: [C:16]([O:9][CH2:8][CH:6]1[CH2:7][CH:3]([CH2:2][C:11]#[N:10])[CH:4]=[CH:5]1)([C:29]1[CH:34]=[CH:33][CH:32]=[CH:31][CH:30]=1)([C:23]1[CH:28]=[CH:27][CH:26]=[CH:25][CH:24]=1)[C:17]1[CH:22]=[CH:21][CH:20]=[CH:19][CH:18]=1. (5) Given the reactants ClC1C=CC2N3C=CC=C3[C@@H](CCN3C=C(C(O)=O)N=N3)O[C@H](C3C=CC=C(OC)C=3OC)C=2C=1.[Cl:36][C:37]1[CH:38]=[CH:39][C:40]2[N:46]3[CH:47]=[CH:48][CH:49]=[C:45]3[C@@H:44]([CH2:50][CH2:51][N:52]3[C:56]([CH2:57][O:58][CH2:59][C:60]([O:62]CC)=[O:61])=[CH:55][N:54]=[N:53]3)[O:43][C@H:42]([C:65]3[CH:70]=[CH:69][CH:68]=[C:67]([O:71][CH3:72])[C:66]=3[O:73][CH3:74])[C:41]=2[CH:75]=1.C(=O)([O-])[O-].[K+].[K+], predict the reaction product. The product is: [Cl:36][C:37]1[CH:38]=[CH:39][C:40]2[N:46]3[CH:47]=[CH:48][CH:49]=[C:45]3[C@@H:44]([CH2:50][CH2:51][N:52]3[C:56]([CH2:57][O:58][CH2:59][C:60]([OH:62])=[O:61])=[CH:55][N:54]=[N:53]3)[O:43][C@H:42]([C:65]3[CH:70]=[CH:69][CH:68]=[C:67]([O:71][CH3:72])[C:66]=3[O:73][CH3:74])[C:41]=2[CH:75]=1. (6) Given the reactants [Cl:1][C:2]1[CH:3]=[C:4]([CH:19]=[CH:20][CH:21]=1)[CH2:5][NH:6][C:7]1[N:12]=[C:11]([N:13]2[CH2:18][CH2:17][NH:16][CH2:15][CH2:14]2)[CH:10]=[N:9][CH:8]=1.[C:22]([OH:29])(=[O:28])/[CH:23]=[CH:24]/[C:25]([OH:27])=[O:26], predict the reaction product. The product is: [C:22]([OH:29])(=[O:28])/[CH:23]=[CH:24]/[C:25]([OH:27])=[O:26].[Cl:1][C:2]1[CH:3]=[C:4]([CH:19]=[CH:20][CH:21]=1)[CH2:5][NH:6][C:7]1[N:12]=[C:11]([N:13]2[CH2:14][CH2:15][NH:16][CH2:17][CH2:18]2)[CH:10]=[N:9][CH:8]=1. (7) Given the reactants [OH:1][CH2:2][C:3]([N:6]1[C:11](=[O:12])[CH:10]=[CH:9][C:8]([C:13]([O:15][CH3:16])=[O:14])=[CH:7]1)([CH3:5])[CH3:4].N1C=CN=C1.Cl[Si:23]([C:26]([CH3:29])([CH3:28])[CH3:27])([CH3:25])[CH3:24], predict the reaction product. The product is: [Si:23]([O:1][CH2:2][C:3]([N:6]1[C:11](=[O:12])[CH:10]=[CH:9][C:8]([C:13]([O:15][CH3:16])=[O:14])=[CH:7]1)([CH3:5])[CH3:4])([C:26]([CH3:29])([CH3:28])[CH3:27])([CH3:25])[CH3:24]. (8) Given the reactants Cl.[NH2:2][C@H:3]1[CH2:8][CH2:7][C@H:6]([NH:9][C:10](=[O:27])[C:11]2[CH:16]=[C:15]([F:17])[CH:14]=[N:13][C:12]=2[O:18][C:19]2[CH:24]=[CH:23][CH:22]=[C:21]([S:25][CH3:26])[CH:20]=2)[CH2:5][CH2:4]1.C(N(CC)CC)C.[CH3:35][C:36]([CH3:42])([CH2:40][OH:41])[C:37](O)=[O:38].Cl.CN(C)CCCN=C=NCC.ON1C2C=CC=CC=2N=N1, predict the reaction product. The product is: [F:17][C:15]1[CH:14]=[N:13][C:12]([O:18][C:19]2[CH:24]=[CH:23][CH:22]=[C:21]([S:25][CH3:26])[CH:20]=2)=[C:11]([CH:16]=1)[C:10]([NH:9][C@H:6]1[CH2:7][CH2:8][C@@H:3]([NH:2][C:37](=[O:38])[C:36]([CH3:42])([CH3:35])[CH2:40][OH:41])[CH2:4][CH2:5]1)=[O:27]. (9) Given the reactants [F:1][C:2]1[C:15]2[N:14]([C:16]([O:18][CH2:19][CH3:20])=[O:17])[CH2:13][C:12]3[C:8]4=[C:9]([C:28](=[O:32])[N:29]([CH3:31])[CH:30]=[C:7]4[C:6]=2[CH:5]=[C:4]([F:33])[CH:3]=1)[N:10](C(OC(C)(C)C)=O)[CH:11]=3.C(O)(C(F)(F)F)=O, predict the reaction product. The product is: [F:1][C:2]1[C:15]2[N:14]([C:16]([O:18][CH2:19][CH3:20])=[O:17])[CH2:13][C:12]3[C:8]4=[C:9]([C:28](=[O:32])[N:29]([CH3:31])[CH:30]=[C:7]4[C:6]=2[CH:5]=[C:4]([F:33])[CH:3]=1)[NH:10][CH:11]=3.